This data is from Reaction yield outcomes from USPTO patents with 853,638 reactions. The task is: Predict the reaction yield, written as a fraction of the theoretical maximum amount of product (1.0 means a 100% yield; for example, 0.34 means a 34% yield). (1) The reactants are [CH3:1][O:2][C:3](=[O:12])[C:4]([C:10]#[N:11])=[C:5]1[CH2:9][CH2:8][CH2:7][CH2:6]1.[N+]([CH3:16])([O-])=O.N12CCCN=C1CCCCC2. The catalyst is C(#N)C. The product is [CH3:1][O:2][C:3]([C:4]1([C:10]#[N:11])[C:5]2([CH2:6][CH2:7][CH2:8][CH2:9]2)[CH2:16]1)=[O:12]. The yield is 0.620. (2) The reactants are [CH:1]([C:3]1[O:4][C:5]([C:8]([OH:10])=[O:9])=[CH:6][CH:7]=1)=O.Cl.[NH2:12]O.C(OC(=O)C)(=O)C.Cl. The catalyst is O.N1C=CC=CC=1. The product is [C:1]([C:3]1[O:4][C:5]([C:8]([OH:10])=[O:9])=[CH:6][CH:7]=1)#[N:12]. The yield is 0.460. (3) The reactants are [C:1]([N:4]1[C:13]2[C:8](=[CH:9][C:10]([C:14]([O:16][CH2:17][CH3:18])=[O:15])=[CH:11][CH:12]=2)[C@@H:7]([O:19]C(=O)C2C=CC=CC=2)[CH2:6][C@@H:5]1[CH3:28])(=[O:3])[CH3:2].C(=O)([O-])[O-].[K+].[K+]. The catalyst is C(O)C. The product is [C:1]([N:4]1[C:13]2[C:8](=[CH:9][C:10]([C:14]([O:16][CH2:17][CH3:18])=[O:15])=[CH:11][CH:12]=2)[C@@H:7]([OH:19])[CH2:6][C@@H:5]1[CH3:28])(=[O:3])[CH3:2]. The yield is 0.382. (4) The reactants are C[O:2][C:3]([C:5]1[CH:6]=[C:7]2[C:12](=[CH:13][CH:14]=1)[N:11]=[CH:10][C:9]([NH:15][S:16]([C:19]1[CH:24]=[C:23]([Br:25])[CH:22]=[CH:21][C:20]=1[O:26][CH3:27])(=[O:18])=[O:17])=[CH:8]2)=O.[NH3:28].O. No catalyst specified. The product is [Br:25][C:23]1[CH:22]=[CH:21][C:20]([O:26][CH3:27])=[C:19]([S:16]([NH:15][C:9]2[CH:10]=[N:11][C:12]3[C:7]([CH:8]=2)=[CH:6][C:5]([C:3]([NH2:28])=[O:2])=[CH:14][CH:13]=3)(=[O:18])=[O:17])[CH:24]=1. The yield is 0.200. (5) The reactants are [CH2:1]([O:8][C@H:9]1[CH2:13][CH2:12][CH2:11][C@@H:10]1[NH:14][C:15]1[CH:22]=[C:21](Br)[CH:20]=[C:19]([F:24])[C:16]=1[C:17]#[N:18])[C:2]1[CH:7]=[CH:6][CH:5]=[CH:4][CH:3]=1.[CH3:25][C:26]1[C:34]2[C:33](=[O:35])[CH2:32][C:31]([CH3:37])([CH3:36])[CH2:30][C:29]=2[NH:28][CH:27]=1.C([O-])([O-])=[O:39].[K+].[K+].[OH-].[Na+].OO. The catalyst is O1CCOCC1.CCO.CS(C)=O. The product is [F:24][C:19]1[CH:20]=[C:21]([N:28]2[C:29]3[CH2:30][C:31]([CH3:37])([CH3:36])[CH2:32][C:33](=[O:35])[C:34]=3[C:26]([CH3:25])=[CH:27]2)[CH:22]=[C:15]([NH:14][C@H:10]2[CH2:11][CH2:12][CH2:13][C@@H:9]2[O:8][CH2:1][C:2]2[CH:7]=[CH:6][CH:5]=[CH:4][CH:3]=2)[C:16]=1[C:17]([NH2:18])=[O:39]. The yield is 0.630. (6) The yield is 0.530. The product is [CH2:28]([NH:27][C:26]1[CH:25]=[CH:24][C:21]([CH:22]=[O:23])=[CH:20][C:19]=1[C:2]1[CH:11]=[C:10]2[C:5]([C:6]([CH3:16])([CH3:15])[CH2:7][C:8](=[O:14])[N:9]2[CH2:12][CH3:13])=[CH:4][C:3]=1[CH3:17])[CH3:29]. No catalyst specified. The reactants are Br[C:2]1[CH:11]=[C:10]2[C:5]([C:6]([CH3:16])([CH3:15])[CH2:7][C:8](=[O:14])[N:9]2[CH2:12][CH3:13])=[CH:4][C:3]=1[CH3:17].Br[C:19]1[CH:20]=[C:21]([CH:24]=[CH:25][C:26]=1[NH:27][CH2:28][CH3:29])[CH:22]=[O:23]. (7) The reactants are [CH2:1]([O:3][C:4]([C:6]1(Br)[CH2:9][CH2:8][CH2:7]1)=[O:5])[CH3:2].[CH2:11]([O:13][C:14]([N:16]1[CH2:21][CH2:20][N:19]([C:22]([CH:24]([NH:34][C:35]([C:37]2[CH:46]=[C:45]([OH:47])[C:44]3[C:39](=[CH:40][CH:41]=[CH:42][CH:43]=3)[N:38]=2)=[O:36])[CH2:25][CH2:26][C:27]([O:29][C:30]([CH3:33])([CH3:32])[CH3:31])=[O:28])=[O:23])[CH2:18][CH2:17]1)=[O:15])[CH3:12].[C:48](=O)([O-])[O-].[Cs+].[Cs+]. The catalyst is CN(C)C=O. The product is [CH2:11]([O:13][C:14]([N:16]1[CH2:17][CH2:18][N:19]([C:22]([CH:24]([NH:34][C:35]([C:37]2[CH:46]=[C:45]([O:47][C:6]3([C:4]([O:3][CH2:1][CH3:2])=[O:5])[CH2:9][CH2:8][CH2:7]3)[C:44]3[C:39](=[CH:40][C:41]([CH3:48])=[CH:42][CH:43]=3)[N:38]=2)=[O:36])[CH2:25][CH2:26][C:27]([O:29][C:30]([CH3:33])([CH3:32])[CH3:31])=[O:28])=[O:23])[CH2:20][CH2:21]1)=[O:15])[CH3:12]. The yield is 0.380. (8) The reactants are [C:1]([CH:3]1[CH2:6][N:5]([C:7](=[O:31])[C@H:8]([NH:10][C:11]([C:13]2[C:21]3[C:16](=[N:17][CH:18]=[C:19](Br)[N:20]=3)[N:15]([CH2:23][O:24][CH2:25][CH2:26][Si:27]([CH3:30])([CH3:29])[CH3:28])[CH:14]=2)=[O:12])[CH3:9])[CH2:4]1)#[N:2].[Cl:32][C:33]1[CH:41]=[C:40]2[C:36]([C:37](B3OC(C)(C)C(C)(C)O3)=[CH:38][N:39]2C(OC(C)(C)C)=O)=[CH:35][CH:34]=1.C(=O)([O-])[O-].[Na+].[Na+]. The catalyst is C1C=CC([P]([Pd]([P](C2C=CC=CC=2)(C2C=CC=CC=2)C2C=CC=CC=2)([P](C2C=CC=CC=2)(C2C=CC=CC=2)C2C=CC=CC=2)[P](C2C=CC=CC=2)(C2C=CC=CC=2)C2C=CC=CC=2)(C2C=CC=CC=2)C2C=CC=CC=2)=CC=1.COCCOC. The product is [C:1]([CH:3]1[CH2:6][N:5]([C:7](=[O:31])[C@H:8]([NH:10][C:11]([C:13]2[C:21]3[C:16](=[N:17][CH:18]=[C:19]([C:37]4[C:36]5[C:40](=[CH:41][C:33]([Cl:32])=[CH:34][CH:35]=5)[NH:39][CH:38]=4)[N:20]=3)[N:15]([CH2:23][O:24][CH2:25][CH2:26][Si:27]([CH3:30])([CH3:29])[CH3:28])[CH:14]=2)=[O:12])[CH3:9])[CH2:4]1)#[N:2]. The yield is 0.520. (9) The reactants are [CH3:1][C:2]1([CH3:22])[C:10]2=[CH:11][C:12]3[NH:13][C:14]4[C:19]([C:20]=3[CH:21]=[C:9]2[C:8]2[C:3]1=[CH:4][CH:5]=[CH:6][CH:7]=2)=[CH:18][CH:17]=[CH:16][CH:15]=4.[Br:23][C:24]1[CH:29]=[CH:28][C:27]([C:30]2[CH:35]=[CH:34][C:33](Br)=[CH:32][CH:31]=2)=[CH:26][CH:25]=1.C(P(C(C)(C)C)C(C)(C)C)(C)(C)C.CC([O-])(C)C.[Na+]. The catalyst is C1(C)C=CC=CC=1.CC([O-])=O.CC([O-])=O.[Pd+2]. The product is [Br:23][C:24]1[CH:25]=[CH:26][C:27]([C:30]2[CH:35]=[CH:34][C:33]([N:13]3[C:12]4[CH:11]=[C:10]5[C:2]([CH3:22])([CH3:1])[C:3]6[C:8]([C:9]5=[CH:21][C:20]=4[C:19]4[C:14]3=[CH:15][CH:16]=[CH:17][CH:18]=4)=[CH:7][CH:6]=[CH:5][CH:4]=6)=[CH:32][CH:31]=2)=[CH:28][CH:29]=1. The yield is 0.430.